Dataset: NCI-60 drug combinations with 297,098 pairs across 59 cell lines. Task: Regression. Given two drug SMILES strings and cell line genomic features, predict the synergy score measuring deviation from expected non-interaction effect. (1) Drug 1: CCC1=CC2CC(C3=C(CN(C2)C1)C4=CC=CC=C4N3)(C5=C(C=C6C(=C5)C78CCN9C7C(C=CC9)(C(C(C8N6C)(C(=O)OC)O)OC(=O)C)CC)OC)C(=O)OC.C(C(C(=O)O)O)(C(=O)O)O. Drug 2: CN(CCCl)CCCl.Cl. Cell line: A498. Synergy scores: CSS=13.4, Synergy_ZIP=-8.78, Synergy_Bliss=-0.172, Synergy_Loewe=-7.89, Synergy_HSA=-0.529. (2) Drug 1: CN(C)C1=NC(=NC(=N1)N(C)C)N(C)C. Drug 2: C1=NC2=C(N1)C(=S)N=C(N2)N. Cell line: SK-MEL-5. Synergy scores: CSS=16.5, Synergy_ZIP=-3.44, Synergy_Bliss=-1.45, Synergy_Loewe=-31.1, Synergy_HSA=-3.05. (3) Drug 1: CCCS(=O)(=O)NC1=C(C(=C(C=C1)F)C(=O)C2=CNC3=C2C=C(C=N3)C4=CC=C(C=C4)Cl)F. Drug 2: CC1C(C(=O)NC(C(=O)N2CCCC2C(=O)N(CC(=O)N(C(C(=O)O1)C(C)C)C)C)C(C)C)NC(=O)C3=C4C(=C(C=C3)C)OC5=C(C(=O)C(=C(C5=N4)C(=O)NC6C(OC(=O)C(N(C(=O)CN(C(=O)C7CCCN7C(=O)C(NC6=O)C(C)C)C)C)C(C)C)C)N)C. Cell line: UACC-257. Synergy scores: CSS=40.8, Synergy_ZIP=0.314, Synergy_Bliss=0.813, Synergy_Loewe=0.792, Synergy_HSA=0.694. (4) Drug 1: C1CC(C1)(C(=O)O)C(=O)O.[NH2-].[NH2-].[Pt+2]. Drug 2: CC1=C(C(=O)C2=C(C1=O)N3CC4C(C3(C2COC(=O)N)OC)N4)N. Cell line: COLO 205. Synergy scores: CSS=22.2, Synergy_ZIP=-3.90, Synergy_Bliss=-6.48, Synergy_Loewe=-7.44, Synergy_HSA=-3.33. (5) Drug 1: CN(CC1=CN=C2C(=N1)C(=NC(=N2)N)N)C3=CC=C(C=C3)C(=O)NC(CCC(=O)O)C(=O)O. Drug 2: CC1=C(C=C(C=C1)NC(=O)C2=CC=C(C=C2)CN3CCN(CC3)C)NC4=NC=CC(=N4)C5=CN=CC=C5. Cell line: M14. Synergy scores: CSS=19.2, Synergy_ZIP=1.57, Synergy_Bliss=-3.20, Synergy_Loewe=-25.2, Synergy_HSA=-8.26.